Dataset: Forward reaction prediction with 1.9M reactions from USPTO patents (1976-2016). Task: Predict the product of the given reaction. (1) The product is: [C:23]([O:7][C:6]1[C:5]([C:1]([CH3:4])([CH3:3])[CH3:2])=[CH:11][C:10]([O:12][C:21](=[O:31])[CH3:22])=[CH:9][C:8]=1[C:13]([CH3:16])([CH3:15])[CH3:14])(=[O:25])[CH3:24]. Given the reactants [C:1]([C:5]1[CH:11]=[C:10]([OH:12])[CH:9]=[C:8]([C:13]([CH3:16])([CH3:15])[CH3:14])[C:6]=1[OH:7])([CH3:4])([CH3:3])[CH3:2].CCCC[CH2:21][CH3:22].[C:23](OC(=O)C)(=[O:25])[CH3:24].S(=O)(=O)(O)[OH:31], predict the reaction product. (2) Given the reactants [OH:1][C:2]1[CH:7]=[CH:6][C:5]([C:8]2[N:16]([CH2:17][O:18][CH2:19][CH2:20][Si:21]([CH3:24])([CH3:23])[CH3:22])[C:15]3[C:14](=[O:25])[N:13]([CH2:26][CH2:27][CH3:28])[C:12](=[O:29])[N:11]([CH2:30][CH2:31][CH3:32])[C:10]=3[N:9]=2)=[CH:4][CH:3]=1.[CH3:33][O:34][C:35]([C:37]1(C)[CH2:41][CH:40](S(C)(=O)=O)[CH2:39][N:38]1[C:46]([O:48][C:49]([CH3:52])([CH3:51])[CH3:50])=[O:47])=[O:36].[C:54]([O-])([O-])=O.[K+].[K+], predict the reaction product. The product is: [CH3:33][O:34][C:35]([CH:37]1[CH2:41][CH:40]([CH2:54][O:1][C:2]2[CH:3]=[CH:4][C:5]([C:8]3[N:16]([CH2:17][O:18][CH2:19][CH2:20][Si:21]([CH3:23])([CH3:22])[CH3:24])[C:15]4[C:14](=[O:25])[N:13]([CH2:26][CH2:27][CH3:28])[C:12](=[O:29])[N:11]([CH2:30][CH2:31][CH3:32])[C:10]=4[N:9]=3)=[CH:6][CH:7]=2)[CH2:39][N:38]1[C:46]([O:48][C:49]([CH3:50])([CH3:51])[CH3:52])=[O:47])=[O:36]. (3) Given the reactants [O:1]=[C:2]1[NH:11][C:10]2[CH:12]=[CH:13][C:14]([O:16][CH:17]3[CH2:22][CH2:21][N:20](C(OC(C)(C)C)=O)[CH2:19][CH2:18]3)=[CH:15][C:9]=2[C:8]2[N:7]=[CH:6][CH:5]=[CH:4][C:3]1=2.O1CCOCC1.Cl, predict the reaction product. The product is: [NH:20]1[CH2:19][CH2:18][CH:17]([O:16][C:14]2[CH:13]=[CH:12][C:10]3[NH:11][C:2](=[O:1])[C:3]4[CH:4]=[CH:5][CH:6]=[N:7][C:8]=4[C:9]=3[CH:15]=2)[CH2:22][CH2:21]1.